This data is from Reaction yield outcomes from USPTO patents with 853,638 reactions. The task is: Predict the reaction yield, written as a fraction of the theoretical maximum amount of product (1.0 means a 100% yield; for example, 0.34 means a 34% yield). The reactants are [OH-].[Na+].[Cl:3][C:4]1[CH:9]=[CH:8][CH:7]=[C:6]([Cl:10])[C:5]=1[C:11]1[C:15]([CH2:16][O:17][C:18]2[CH:23]=[CH:22][C:21]([C:24]3[CH:25]=[C:26]4[C:31](=[CH:32][CH:33]=3)[C:30]([C:34]([O:36]CC)=[O:35])=[N:29][CH:28]=[CH:27]4)=[CH:20][CH:19]=2)=[C:14]([CH:39]([CH3:41])[CH3:40])[O:13][N:12]=1.Cl.O. The catalyst is O1CCCC1.CO. The product is [Cl:10][C:6]1[CH:7]=[CH:8][CH:9]=[C:4]([Cl:3])[C:5]=1[C:11]1[C:15]([CH2:16][O:17][C:18]2[CH:23]=[CH:22][C:21]([C:24]3[CH:25]=[C:26]4[C:31](=[CH:32][CH:33]=3)[C:30]([C:34]([OH:36])=[O:35])=[N:29][CH:28]=[CH:27]4)=[CH:20][CH:19]=2)=[C:14]([CH:39]([CH3:41])[CH3:40])[O:13][N:12]=1. The yield is 0.480.